The task is: Predict the reactants needed to synthesize the given product.. This data is from Full USPTO retrosynthesis dataset with 1.9M reactions from patents (1976-2016). (1) The reactants are: [CH3:1][C:2]1[S:6][C:5](/[CH:7]=[CH:8]/[C:9]([OH:11])=[O:10])=[CH:4][CH:3]=1.[H][H]. Given the product [CH3:1][C:2]1[S:6][C:5]([CH2:7][CH2:8][C:9]([OH:11])=[O:10])=[CH:4][CH:3]=1, predict the reactants needed to synthesize it. (2) Given the product [Br:1][C:2]1[CH:3]=[CH:4][C:5]([O:10][CH2:14][C:13]2[CH:16]=[CH:17][CH:18]=[CH:19][C:12]=2[F:11])=[C:6]([CH:9]=1)[C:7]#[N:8], predict the reactants needed to synthesize it. The reactants are: [Br:1][C:2]1[CH:3]=[CH:4][C:5]([OH:10])=[C:6]([CH:9]=1)[C:7]#[N:8].[F:11][C:12]1[CH:19]=[CH:18][CH:17]=[CH:16][C:13]=1[CH2:14]Br.C(=O)([O-])[O-].[K+].[K+]. (3) Given the product [O:34]=[C:35]1[N:43]([CH2:44][CH2:45][CH3:46])[C:42]2[NH:41][C:40]([C:47]34[CH2:54][CH2:53][C:50]([CH2:55][CH:2]=[O:3])([CH2:51][CH2:52]3)[CH2:49][CH2:48]4)=[N:39][C:38]=2[C:37](=[O:57])[N:36]1[CH2:58][CH2:59][CH3:60], predict the reactants needed to synthesize it. The reactants are: [Cl-].[CH3:2][O:3]C[P+](C1C=CC=CC=1)(C1C=CC=CC=1)C1C=CC=CC=1.C[Si]([N-][Si](C)(C)C)(C)C.[K+].[O:34]=[C:35]1[N:43]([CH2:44][CH2:45][CH3:46])[C:42]2[NH:41][C:40]([C:47]34[CH2:54][CH2:53][C:50]([CH:55]=O)([CH2:51][CH2:52]3)[CH2:49][CH2:48]4)=[N:39][C:38]=2[C:37](=[O:57])[N:36]1[CH2:58][CH2:59][CH3:60]. (4) Given the product [N+:44]([C:41]1[CH:40]=[CH:39][C:38]([NH:37][C:35](=[O:36])[C:34]2[CH:47]=[CH:48][CH:49]=[C:32]([NH:31][C:28]3[CH:27]=[CH:26][N:25]=[CH:30][CH:29]=3)[CH:33]=2)=[CH:43][CH:42]=1)([O-:46])=[O:45], predict the reactants needed to synthesize it. The reactants are: C1(C)C=CC(S(O)(=O)=O)=CC=1.C1C=CC=CC=1.[Cl-].[N:25]1[CH:30]=[CH:29][CH:28]=[CH:27][C:26]=1[N+:25]1[CH:30]=[CH:29][CH:28]=[CH:27][CH:26]=1.[NH2:31][C:32]1[CH:33]=[C:34]([CH:47]=[CH:48][CH:49]=1)[C:35]([NH:37][C:38]1[CH:43]=[CH:42][C:41]([N+:44]([O-:46])=[O:45])=[CH:40][CH:39]=1)=[O:36]. (5) Given the product [OH:14][CH2:13][C:11]1[N:12]=[C:8]([C:4](=[O:3])[CH3:5])[S:9][CH:10]=1, predict the reactants needed to synthesize it. The reactants are: Cl.C[O:3][C:4]([C:8]1[S:9][CH:10]=[C:11]([CH2:13][OH:14])[N:12]=1)(OC)[CH3:5]. (6) Given the product [N+:1]([C:4]1[CH:13]=[CH:12][C:7]2[N:8]([CH2:17][C:18]3[CH:19]=[C:20]([CH:25]=[CH:26][CH:27]=3)[C:21]([O:23][CH3:24])=[O:22])[CH2:9][CH2:10][O:11][C:6]=2[CH:5]=1)([O-:3])=[O:2], predict the reactants needed to synthesize it. The reactants are: [N+:1]([C:4]1[CH:13]=[CH:12][C:7]2[NH:8][CH2:9][CH2:10][O:11][C:6]=2[CH:5]=1)([O-:3])=[O:2].[H-].[Na+].Br[CH2:17][C:18]1[CH:19]=[C:20]([CH:25]=[CH:26][CH:27]=1)[C:21]([O:23][CH3:24])=[O:22]. (7) Given the product [ClH:40].[NH2:32][C@@H:20]([CH2:19][C:9]1[CH:10]=[CH:11][C:12]([O:13][C:14]([O:16][CH2:17][CH3:18])=[O:15])=[C:7]([O:6][C:4]([O:3][CH2:1][CH3:2])=[O:5])[CH:8]=1)[C:21]([O:23][C@H:24]([CH3:31])[C@H:25]([O:27][C:28](=[O:30])[CH3:29])[CH3:26])=[O:22], predict the reactants needed to synthesize it. The reactants are: [CH2:1]([O:3][C:4]([O:6][C:7]1[CH:8]=[C:9]([CH2:19][C@H:20]([NH:32]C(OC(C)(C)C)=O)[C:21]([O:23][C@H:24]([CH3:31])[C@H:25]([O:27][C:28](=[O:30])[CH3:29])[CH3:26])=[O:22])[CH:10]=[CH:11][C:12]=1[O:13][C:14]([O:16][CH2:17][CH3:18])=[O:15])=[O:5])[CH3:2].[ClH:40]. (8) Given the product [Cl:21][CH2:22][CH2:23][CH2:24][CH2:25][CH:26]([C:27]1[NH:55][N:54]=[C:15]([NH:14][C:11]2[CH:12]=[CH:13][C:8]([N:6]3[CH:7]=[C:3]([Cl:2])[N:4]=[CH:5]3)=[C:9]([O:19][CH3:20])[CH:10]=2)[N:16]=1)[C:30]1[CH:31]=[CH:32][C:33]([O:42][CH2:41][CH3:40])=[CH:34][CH:35]=1, predict the reactants needed to synthesize it. The reactants are: I.[Cl:2][C:3]1[N:4]=[CH:5][N:6]([C:8]2[CH:13]=[CH:12][C:11]([NH:14][C:15](SC)=[NH:16])=[CH:10][C:9]=2[O:19][CH3:20])[CH:7]=1.[Cl:21][CH2:22][CH2:23][C:24](=C)[CH2:25][CH:26]([C:30]1[CH:35]=[CH:34][C:33](F)=[CH:32][CH:31]=1)[C:27](O)=O.CN1CC[O:42][CH2:41][CH2:40]1.C(N(CC)C(C)C)(C)C.[NH2:54][NH2:55].